Task: Predict the reactants needed to synthesize the given product.. Dataset: Full USPTO retrosynthesis dataset with 1.9M reactions from patents (1976-2016) (1) Given the product [Cl:37][C:34]1[CH:35]=[CH:36][C:31]([N:30]=[C:19]2[N:18]([CH2:17][CH2:16][CH2:15][NH:8][CH2:9][C:10]([NH:12][CH2:13][CH3:14])=[O:11])[C:22]([C:23]3[CH:28]=[CH:27][C:26]([F:29])=[CH:25][CH:24]=3)=[CH:21][S:20]2)=[C:32]([O:38][CH3:39])[CH:33]=1, predict the reactants needed to synthesize it. The reactants are: C(OC([N:8]([CH2:15][CH2:16][CH2:17][N:18]1[C:22]([C:23]2[CH:28]=[CH:27][C:26]([F:29])=[CH:25][CH:24]=2)=[CH:21][S:20][C:19]1=[N:30][C:31]1[CH:36]=[CH:35][C:34]([Cl:37])=[CH:33][C:32]=1[O:38][CH3:39])[CH2:9][C:10]([NH:12][CH2:13][CH3:14])=[O:11])=O)(C)(C)C.Cl. (2) Given the product [ClH:1].[N:6]1[CH:7]=[CH:8][C:3]([C:15]2[CH:16]=[CH:17][C:12]([C:9]([OH:11])=[O:10])=[CH:13][CH:14]=2)=[CH:4][CH:5]=1, predict the reactants needed to synthesize it. The reactants are: [ClH:1].Br[C:3]1[CH:8]=[CH:7][N:6]=[CH:5][CH:4]=1.[C:9]([C:12]1[CH:17]=[CH:16][C:15](OB(O)O)=[CH:14][CH:13]=1)([OH:11])=[O:10].C(=O)([O-])[O-].[Na+].[Na+].C(OCC)(=O)C. (3) Given the product [C:81]([O:80][C:77](=[O:79])[CH2:78][C:3](=[O:23])[C:4]1[CH:9]=[CH:8][CH:7]=[C:6]([N:10]2[C:14]([CH2:15][O:16][CH:17]3[CH2:22][CH2:21][CH2:20][CH2:19][O:18]3)=[CH:13][N:12]=[N:11]2)[CH:5]=1)([CH3:84])([CH3:83])[CH3:82], predict the reactants needed to synthesize it. The reactants are: CO[C:3](=[O:23])[C:4]1[CH:9]=[CH:8][CH:7]=[C:6]([N:10]2[C:14]([CH2:15][O:16][CH:17]3[CH2:22][CH2:21][CH2:20][CH2:19][O:18]3)=[CH:13][N:12]=[N:11]2)[CH:5]=1.N(C1C=C(C=CC=1)C(OC)=O)=[N+]=[N-].C([Si](C)(C)C#CCOC1CCCCO1)(C)(C)C.OS(O)(=O)=O.O1C=CCCC1.CC1C=CC(S(O)(=O)=O)=CC=1.O.[C:77]([O:80][C:81]([CH3:84])([CH3:83])[CH3:82])(=[O:79])[CH3:78].[Li]. (4) Given the product [CH3:1][O:2][C:3]1[CH:4]=[C:5]2[C:10](=[CH:11][C:12]=1[O:13][CH3:14])[N:9]=[CH:8][CH:7]=[C:6]2[O:15][C:16]1[CH:22]=[CH:21][C:19]([NH:20][C:29](=[O:35])[O:28][CH:26]2[CH2:39][CH2:38][CH2:37][CH2:41]2)=[C:18]([CH3:23])[C:17]=1[CH3:24], predict the reactants needed to synthesize it. The reactants are: [CH3:1][O:2][C:3]1[CH:4]=[C:5]2[C:10](=[CH:11][C:12]=1[O:13][CH3:14])[N:9]=[CH:8][CH:7]=[C:6]2[O:15][C:16]1[CH:22]=[CH:21][C:19]([NH2:20])=[C:18]([CH3:23])[C:17]=1[CH3:24].Cl[C:26](Cl)([O:28][C:29](=[O:35])OC(Cl)(Cl)Cl)Cl.[CH:37]1(O)[CH2:41]C[CH2:39][CH2:38]1.C(=O)(O)[O-].[Na+]. (5) The reactants are: [H-].[Al+3].[Li+].[H-].[H-].[H-].[S:7]1[CH:11]=[CH:10][C:9]2[C:12]([N:16]3[CH2:21][CH2:20][N:19]([CH2:22][CH2:23][C:24](OCC)=[O:25])[CH2:18][CH2:17]3)=[CH:13][CH:14]=[CH:15][C:8]1=2.O1CCCC1.[OH-].[Na+]. Given the product [S:7]1[CH:11]=[CH:10][C:9]2[C:12]([N:16]3[CH2:17][CH2:18][N:19]([CH2:22][CH2:23][CH2:24][OH:25])[CH2:20][CH2:21]3)=[CH:13][CH:14]=[CH:15][C:8]1=2, predict the reactants needed to synthesize it. (6) The reactants are: [Br:1][C:2]1[CH:10]=[C:9]([O:11][CH3:12])[CH:8]=[C:7]2[C:3]=1[CH:4]=[C:5]([C:13]([O:15]C)=O)[NH:6]2.[CH3:17][C:18](C)([O-])C.[K+].C(OC)(=O)C=C. Given the product [Br:1][C:2]1[C:3]2[CH:4]=[C:5]3[C:13](=[O:15])[CH2:18][CH2:17][N:6]3[C:7]=2[CH:8]=[C:9]([O:11][CH3:12])[CH:10]=1, predict the reactants needed to synthesize it.